From a dataset of Forward reaction prediction with 1.9M reactions from USPTO patents (1976-2016). Predict the product of the given reaction. Given the reactants Cl[C:2]1[N:3]=[CH:4][C:5]2[N:11]([CH3:12])[C:10](=[O:13])[C:9]([CH3:15])([CH3:14])[CH2:8][N:7]([CH:16]3[CH2:20][CH2:19][CH2:18][CH2:17]3)[C:6]=2[N:21]=1.[CH2:22]([NH2:29])[C:23]1[CH:28]=[CH:27][CH:26]=[CH:25][CH:24]=1.C(N(C(C)C)CC)(C)C, predict the reaction product. The product is: [CH2:22]([NH:29][C:2]1[N:3]=[CH:4][C:5]2[N:11]([CH3:12])[C:10](=[O:13])[C:9]([CH3:15])([CH3:14])[CH2:8][N:7]([CH:16]3[CH2:20][CH2:19][CH2:18][CH2:17]3)[C:6]=2[N:21]=1)[C:23]1[CH:28]=[CH:27][CH:26]=[CH:25][CH:24]=1.